From a dataset of Catalyst prediction with 721,799 reactions and 888 catalyst types from USPTO. Predict which catalyst facilitates the given reaction. (1) Reactant: F[C:2]1[CH:3]=[C:4]([N+:8]([O-:10])=[O:9])[CH:5]=[CH:6][CH:7]=1.[NH:11]1[CH2:16][CH2:15][O:14][CH2:13][CH2:12]1. Product: [N+:8]([C:4]1[CH:3]=[C:2]([N:11]2[CH2:16][CH2:15][O:14][CH2:13][CH2:12]2)[CH:7]=[CH:6][CH:5]=1)([O-:10])=[O:9]. The catalyst class is: 10. (2) Reactant: [C:1]([C:4]1[CH:5]=[C:6]([C:14]2[S:18][C:17]([C:19]([NH:21][C@H:22]3[CH2:25][C@H:24]([C:26]([O:28][CH3:29])=[O:27])[CH2:23]3)=[O:20])=[N:16][C:15]=2[CH2:30][CH:31]2[CH2:36][CH2:35][CH2:34][CH2:33][CH2:32]2)[CH:7]=[C:8]([C:10]([CH3:13])([CH3:12])[CH3:11])[CH:9]=1)(=[O:3])[CH3:2].[CH3:37][Mg+].[Br-]. Product: [C:10]([C:8]1[CH:7]=[C:6]([C:14]2[S:18][C:17]([C:19]([NH:21][C@H:22]3[CH2:25][C@H:24]([C:26]([O:28][CH3:29])=[O:27])[CH2:23]3)=[O:20])=[N:16][C:15]=2[CH2:30][CH:31]2[CH2:32][CH2:33][CH2:34][CH2:35][CH2:36]2)[CH:5]=[C:4]([C:1]([OH:3])([CH3:37])[CH3:2])[CH:9]=1)([CH3:12])([CH3:13])[CH3:11]. The catalyst class is: 1. (3) Reactant: [OH-].[K+].[Br:3][C:4]1[CH:5]=[C:6]2[C:10](=[CH:11][CH:12]=1)[NH:9][N:8]=[CH:7]2.[I:13]I. Product: [Br:3][C:4]1[CH:5]=[C:6]2[C:10](=[CH:11][CH:12]=1)[NH:9][N:8]=[C:7]2[I:13]. The catalyst class is: 3. (4) Reactant: [F:1][C:2]1[CH:32]=[CH:31][C:30]([NH:33][C:34]([NH:36][C:37]2[CH:42]=[CH:41][CH:40]=[C:39]([C:43]([F:46])([F:45])[F:44])[CH:38]=2)=[O:35])=[CH:29][C:3]=1[C:4]([C:6]1[CH:15]=[C:14]2[C:9]([N:10]=[CH:11][C:12]([N:16]3[CH2:21][CH2:20][N:19](C(OC(C)(C)C)=O)[CH2:18][CH2:17]3)=[N:13]2)=[CH:8][CH:7]=1)=[O:5].C(O)(C(F)(F)F)=O. Product: [F:1][C:2]1[CH:32]=[CH:31][C:30]([NH:33][C:34]([NH:36][C:37]2[CH:42]=[CH:41][CH:40]=[C:39]([C:43]([F:46])([F:45])[F:44])[CH:38]=2)=[O:35])=[CH:29][C:3]=1[C:4]([C:6]1[CH:15]=[C:14]2[C:9](=[CH:8][CH:7]=1)[N:10]=[CH:11][C:12]([N:16]1[CH2:21][CH2:20][NH:19][CH2:18][CH2:17]1)=[N:13]2)=[O:5]. The catalyst class is: 2. (5) Reactant: ClCCl.Br[C:5]1[CH:6]=[C:7]([CH:14]=[C:15]([N+:17]([O-:19])=[O:18])[CH:16]=1)[C:8]([NH:10][CH:11]([CH3:13])[CH3:12])=[O:9].[CH3:20][N:21]1[CH:25]=[C:24](B2OC(C)(C)C(C)(C)O2)[CH:23]=[N:22]1.C([O-])([O-])=O.[Na+].[Na+]. Product: [CH:11]([NH:10][C:8](=[O:9])[C:7]1[CH:14]=[C:15]([N+:17]([O-:19])=[O:18])[CH:16]=[C:5]([C:24]2[CH:23]=[N:22][N:21]([CH3:20])[CH:25]=2)[CH:6]=1)([CH3:13])[CH3:12]. The catalyst class is: 117. (6) The catalyst class is: 5. Product: [F:33][C:27]1[C:28]([F:32])=[CH:29][CH:30]=[CH:31][C:26]=1[CH2:25][S:24][C:18]1[N:17]=[C:16]([NH:15][S:14]([N:11]2[CH2:10][CH2:9][N:8]([CH2:7][C:6]([OH:36])=[O:5])[CH2:13][CH2:12]2)(=[O:34])=[O:35])[CH:21]=[C:20]([O:22][CH3:23])[N:19]=1. Reactant: [OH-].[Na+].C([O:5][C:6](=[O:36])[CH2:7][N:8]1[CH2:13][CH2:12][N:11]([S:14](=[O:35])(=[O:34])[NH:15][C:16]2[CH:21]=[C:20]([O:22][CH3:23])[N:19]=[C:18]([S:24][CH2:25][C:26]3[CH:31]=[CH:30][CH:29]=[C:28]([F:32])[C:27]=3[F:33])[N:17]=2)[CH2:10][CH2:9]1)C. (7) Reactant: [Cl:1][C:2]1[CH:7]=[CH:6][C:5]([C:8]2[N:12]([C:13]3[CH:18]=[CH:17][C:16]([Cl:19])=[CH:15][C:14]=3[Cl:20])[N:11]=[C:10]([C:21]([O:23][CH2:24][CH3:25])=[O:22])[CH:9]=2)=[CH:4][CH:3]=1.[Cl:26]Cl. Product: [Cl:26][C:9]1[C:10]([C:21]([O:23][CH2:24][CH3:25])=[O:22])=[N:11][N:12]([C:13]2[CH:18]=[CH:17][C:16]([Cl:19])=[CH:15][C:14]=2[Cl:20])[C:8]=1[C:5]1[CH:4]=[CH:3][C:2]([Cl:1])=[CH:7][CH:6]=1. The catalyst class is: 15. (8) Reactant: [OH:1][C@@H:2]1[CH2:7][CH2:6][CH2:5][CH2:4][C@H:3]1[NH:8][C:9]1[S:10][C:11]2[CH:17]=[C:16]([CH2:18][N:19]3[C:23]4=[N:24][CH:25]=[C:26]([C:28]([OH:30])=O)[CH:27]=[C:22]4[N:21]=[CH:20]3)[CH:15]=[CH:14][C:12]=2[N:13]=1.C1COCC1.[CH3:36][NH:37][CH3:38].F[P-](F)(F)(F)(F)F.N1(O[P+](N(C)C)(N(C)C)N(C)C)C2C=CC=CC=2N=N1. Product: [OH:1][C@@H:2]1[CH2:7][CH2:6][CH2:5][CH2:4][C@H:3]1[NH:8][C:9]1[S:10][C:11]2[CH:17]=[C:16]([CH2:18][N:19]3[C:23]4=[N:24][CH:25]=[C:26]([C:28]([N:37]([CH3:38])[CH3:36])=[O:30])[CH:27]=[C:22]4[N:21]=[CH:20]3)[CH:15]=[CH:14][C:12]=2[N:13]=1. The catalyst class is: 3. (9) Reactant: C([Si](C)(C)[O:6][C:7]1[CH:8]=[C:9]([NH:13][C:14](=[O:32])[C:15]2[CH:20]=[CH:19][CH:18]=[C:17]([O:21][C:22]3[CH:27]=[CH:26][C:25]([Cl:28])=[CH:24][C:23]=3[N+:29]([O-:31])=[O:30])[CH:16]=2)[CH:10]=[CH:11][CH:12]=1)(C)(C)C.[F-].C([N+](CCCC)(CCCC)CCCC)CCC.O. Product: [Cl:28][C:25]1[CH:26]=[CH:27][C:22]([O:21][C:17]2[CH:16]=[C:15]([CH:20]=[CH:19][CH:18]=2)[C:14]([NH:13][C:9]2[CH:10]=[CH:11][CH:12]=[C:7]([OH:6])[CH:8]=2)=[O:32])=[C:23]([N+:29]([O-:31])=[O:30])[CH:24]=1. The catalyst class is: 1.